From a dataset of Full USPTO retrosynthesis dataset with 1.9M reactions from patents (1976-2016). Predict the reactants needed to synthesize the given product. (1) Given the product [CH3:12][C:8]1[N:7]=[C:6]2[N:13]([C:14]3[CH:15]=[CH:16][C:17]([CH2:20][CH2:21][NH:22][C:23]([NH:25][S:26]([C:29]4[CH:34]=[CH:33][C:32]([CH3:35])=[CH:31][CH:30]=4)(=[O:28])=[O:27])=[O:24])=[CH:18][CH:19]=3)[C:3]([CH2:1][CH2:2][CH3:36])=[N:4][C:5]2=[C:10]([CH3:11])[CH:9]=1, predict the reactants needed to synthesize it. The reactants are: [CH2:1]([C:3]1[N:13]([C:14]2[CH:19]=[CH:18][C:17]([CH2:20][CH2:21][NH:22][C:23]([NH:25][S:26]([C:29]3[CH:34]=[CH:33][C:32]([CH3:35])=[CH:31][CH:30]=3)(=[O:28])=[O:27])=[O:24])=[CH:16][CH:15]=2)[C:6]2=[N:7][C:8]([CH3:12])=[CH:9][C:10]([CH3:11])=[C:5]2[N:4]=1)[CH3:2].[C:36](Cl)(=O)CCC. (2) Given the product [C:36]([C:2]1[CH:3]=[N:4][C:5]2[C:10]([CH:11]=1)=[C:9]([F:12])[C:8]([CH:13]([C:15]1[N:19]3[N:20]=[C:21]([C:24]([N:26]([O:28][CH3:29])[CH3:27])=[O:25])[CH:22]=[CH:23][C:18]3=[N:17][N:16]=1)[CH3:14])=[C:7]([F:30])[CH:6]=2)(=[O:38])[CH3:37], predict the reactants needed to synthesize it. The reactants are: Br[C:2]1[CH:3]=[N:4][C:5]2[C:10]([CH:11]=1)=[C:9]([F:12])[C:8]([CH:13]([C:15]1[N:19]3[N:20]=[C:21]([C:24]([N:26]([O:28][CH3:29])[CH3:27])=[O:25])[CH:22]=[CH:23][C:18]3=[N:17][N:16]=1)[CH3:14])=[C:7]([F:30])[CH:6]=2.C([Sn](CCCC)(CCCC)[C:36]([O:38]CC)=[CH2:37])CCC. (3) The reactants are: Br[C:2]1[CH:3]=[N:4][CH:5]=[C:6]([C@@H:8]2[CH2:12][CH2:11][CH2:10][N:9]2[C@@H:13]([C:15]2[CH:20]=[CH:19][C:18]([O:21][CH3:22])=[CH:17][CH:16]=2)[CH3:14])[CH:7]=1.[B:23]1([B:23]2[O:27][C:26]([CH3:29])([CH3:28])[C:25]([CH3:31])([CH3:30])[O:24]2)[O:27][C:26]([CH3:29])([CH3:28])[C:25]([CH3:31])([CH3:30])[O:24]1.C([O-])(=O)C.[K+]. Given the product [CH3:22][O:21][C:18]1[CH:19]=[CH:20][C:15]([C@H:13]([N:9]2[CH2:10][CH2:11][CH2:12][C@H:8]2[C:6]2[CH:5]=[N:4][CH:3]=[C:2]([B:23]3[O:27][C:26]([CH3:29])([CH3:28])[C:25]([CH3:31])([CH3:30])[O:24]3)[CH:7]=2)[CH3:14])=[CH:16][CH:17]=1, predict the reactants needed to synthesize it.